The task is: Predict the product of the given reaction.. This data is from Forward reaction prediction with 1.9M reactions from USPTO patents (1976-2016). (1) Given the reactants C[NH:2]N.C[CH2:5][N:6]([CH:10]([CH3:12])[CH3:11])[CH:7](C)C.O.O.O.[Cl-].[CH3:17][C:18]1[SH+:19][CH:20]=[CH:21][CH:22]=[CH:23][CH:24]=[CH:25][CH:26]=1.CNN.[C:30]([O:33]C(=O)C)(=O)[CH3:31].C[CH2:38][N:39]([CH:43](C)C)C(C)C, predict the reaction product. The product is: [CH3:38][N:39]([CH3:43])[C:25]1[CH:24]=[CH:23][C:17]2[N:2]([C:30](=[O:33])[CH3:31])[C:21]3[C:20]([S:19][C:18]=2[CH:26]=1)=[CH:12][C:10]([N:6]([CH3:5])[CH3:7])=[CH:11][CH:22]=3. (2) Given the reactants [Si]([O:8][CH2:9][CH2:10][NH:11][C@H:12]1[CH2:16][CH2:15][N:14]([C:17]2[CH:45]=[CH:44][C:20]([C:21]([NH:23][C:24]3[CH:25]=[C:26]([C:38]4[CH:43]=[CH:42][CH:41]=[CH:40][CH:39]=4)[CH:27]=[CH:28][C:29]=3[NH:30]C(=O)OC(C)(C)C)=[O:22])=[CH:19][CH:18]=2)[CH2:13]1)(C(C)(C)C)(C)C, predict the reaction product. The product is: [NH2:30][C:29]1[CH:28]=[CH:27][C:26]([C:38]2[CH:39]=[CH:40][CH:41]=[CH:42][CH:43]=2)=[CH:25][C:24]=1[NH:23][C:21](=[O:22])[C:20]1[CH:44]=[CH:45][C:17]([N:14]2[CH2:15][CH2:16][C@H:12]([NH:11][CH2:10][CH2:9][OH:8])[CH2:13]2)=[CH:18][CH:19]=1. (3) Given the reactants [Cl-].[Li+].[Cl:3][CH2:4][CH2:5][CH:6]([C:8]1[CH:13]=[CH:12][C:11]([Cl:14])=[CH:10][C:9]=1[Cl:15])O.S(Cl)([Cl:18])=O.O, predict the reaction product. The product is: [Cl:18][CH:6]([C:8]1[CH:13]=[CH:12][C:11]([Cl:14])=[CH:10][C:9]=1[Cl:15])[CH2:5][CH2:4][Cl:3]. (4) Given the reactants [C:1]([N:3]1[C:11]2[CH:10]=[CH:9][C:8]([CH3:12])=[CH:7][C:6]=2[C:5]2[CH2:13][N:14]([CH3:17])[CH2:15][CH2:16][C:4]1=2)#[CH:2].Br[C:19]1[N:20]=[CH:21][S:22][CH:23]=1.CCCC[N+](CCCC)(CCCC)CCCC.[F-].C(=O)(O)[O-], predict the reaction product. The product is: [CH3:17][N:14]1[CH2:15][CH2:16][C:4]2[N:3]([C:1]#[C:2][C:19]3[N:20]=[CH:21][S:22][CH:23]=3)[C:11]3[CH:10]=[CH:9][C:8]([CH3:12])=[CH:7][C:6]=3[C:5]=2[CH2:13]1. (5) Given the reactants [CH3:1][C:2]([CH3:29])([CH3:28])[CH2:3][CH2:4][C:5]([N:7]1[CH2:12][CH2:11][N:10]([C:13]2[CH:18]=[C:17]([C:19]3[N:23]=[C:22](C(Cl)(Cl)Cl)[O:21][N:20]=3)[CH:16]=[CH:15][N:14]=2)[CH2:9][CH2:8]1)=[O:6].[BH4-].[Na+], predict the reaction product. The product is: [CH3:1][C:2]([CH3:29])([CH3:28])[CH2:3][CH2:4][C:5]([N:7]1[CH2:12][CH2:11][N:10]([C:13]2[CH:18]=[C:17]([C:19]3[N:23]=[CH:22][O:21][N:20]=3)[CH:16]=[CH:15][N:14]=2)[CH2:9][CH2:8]1)=[O:6].